From a dataset of Reaction yield outcomes from USPTO patents with 853,638 reactions. Predict the reaction yield, written as a fraction of the theoretical maximum amount of product (1.0 means a 100% yield; for example, 0.34 means a 34% yield). (1) The reactants are [H-].[K+].[N+:3]([CH2:5][C:6]([O:8][CH2:9][CH3:10])=[O:7])#[C-:4].[C:11]([O:15][CH2:16][CH3:17])(=[O:14])[C:12]#[CH:13].Cl. The catalyst is CC(OC)(C)C. The product is [NH:3]1[CH:4]=[C:12]([C:11]([O:15][CH2:16][CH3:17])=[O:14])[CH:13]=[C:5]1[C:6]([O:8][CH2:9][CH3:10])=[O:7]. The yield is 0.370. (2) The reactants are Br[C:2]1[CH:3]=[CH:4][C:5]2[NH:6][C:7]3[C:12]([C:13]=2[CH:14]=1)=[CH:11][CH:10]=[CH:9][CH:8]=3.[CH3:15][N:16]1CCCC1=O. No catalyst specified. The product is [C:15]([C:2]1[CH:3]=[CH:4][C:5]2[NH:6][C:7]3[C:12]([C:13]=2[CH:14]=1)=[CH:11][CH:10]=[CH:9][CH:8]=3)#[N:16]. The yield is 0.700. (3) The reactants are C(OCC)(=[O:3])C.[CH2:7]([C:9]1[CH:10]=[CH:11][C:12]2[O:17][C:16]([CH3:19])([CH3:18])[CH:15]=[CH:14][C:13]=2[CH:20]=1)[CH3:8].C1(CCCC2C=C[N+]([O-])=CC=2)C=CC=CC=1.Cl[O-].[Na+]. No catalyst specified. The product is [O:3]1[C@H:14]2[C@@H:15]1[C:16]([CH3:19])([CH3:18])[O:17][C:12]1[CH:11]=[CH:10][C:9]([CH2:7][CH3:8])=[CH:20][C:13]=12. The yield is 0.690. (4) The product is [NH2:1][CH2:2][C:7]([CH:9]([CH2:13][CH2:14][CH2:15][C@H:16]1[C@@H:24]2[C@@H:19]([NH:20][C:21]([NH:23]2)=[O:22])[CH2:18][S:17]1)[C:10](=[O:11])[OH:12])=[O:8]. The yield is 0.920. The catalyst is C(Cl)Cl. The reactants are [NH2:1][C@H:2]([C:7]([CH:9]([CH2:13][CH2:14][CH2:15][C@H:16]1[C@@H:24]2[C@@H:19]([NH:20][C:21]([NH:23]2)=[O:22])[CH2:18][S:17]1)[C:10](=[O:12])[OH:11])=[O:8])C(C)(C)C.FC(F)(F)C(O)=O. (5) The reactants are C(OC1C(=O)N=C(CC2(C3C=CC=CC=3)CCCC2)N2CCN(C3CC3)C(=O)C=12)C1C=CC=CC=1.O[CH2:37][CH2:38][N:39]([CH:69]1[CH2:74][CH2:73][O:72][CH2:71][CH2:70]1)[C:40]([C:42]1[C:47]([O:48][CH2:49][C:50]2[CH:55]=[CH:54][CH:53]=[CH:52][CH:51]=2)=[C:46]([OH:56])[N:45]=[C:44]([CH2:57][C:58]2([C:63]3[CH:68]=[CH:67][CH:66]=[CH:65][CH:64]=3)[CH2:62][CH2:61][CH2:60][CH2:59]2)[N:43]=1)=[O:41]. No catalyst specified. The product is [CH2:49]([O:48][C:47]1[C:46](=[O:56])[N:45]=[C:44]([CH2:57][C:58]2([C:63]3[CH:64]=[CH:65][CH:66]=[CH:67][CH:68]=3)[CH2:59][CH2:60][CH2:61][CH2:62]2)[N:43]2[CH2:37][CH2:38][N:39]([CH:69]3[CH2:70][CH2:71][O:72][CH2:73][CH2:74]3)[C:40](=[O:41])[C:42]=12)[C:50]1[CH:51]=[CH:52][CH:53]=[CH:54][CH:55]=1. The yield is 0.561. (6) The reactants are Cl[C:2]1[CH:7]=[CH:6][C:5]([N+:8]([O-:10])=[O:9])=[CH:4][N:3]=1.[CH3:11][O:12][CH2:13][CH2:14][NH2:15]. The catalyst is O. The product is [CH3:11][O:12][CH2:13][CH2:14][NH:15][C:2]1[CH:7]=[CH:6][C:5]([N+:8]([O-:10])=[O:9])=[CH:4][N:3]=1. The yield is 0.870.